Dataset: Catalyst prediction with 721,799 reactions and 888 catalyst types from USPTO. Task: Predict which catalyst facilitates the given reaction. (1) Reactant: S1C2C=CC=CC=2C(CCO)=C1.[O:13]1[C:17]2[CH:18]=[CH:19][CH:20]=[CH:21][C:16]=2[C:15]([CH2:22][CH2:23][CH2:24][C:25](O)=[O:26])=[CH:14]1.[H-].[Al+3].[Li+].[H-].[H-].[H-].C(Cl)Cl.CO. Product: [O:13]1[C:17]2[CH:18]=[CH:19][CH:20]=[CH:21][C:16]=2[C:15]([CH2:22][CH2:23][CH2:24][CH2:25][OH:26])=[CH:14]1. The catalyst class is: 7. (2) Reactant: [CH2:1]([N:3]([CH2:11][C:12]1[CH:13]=[N:14][CH:15]=[C:16]([C:19]2[CH:20]=[C:21]3[C:25](=[CH:26][CH:27]=2)[N:24]([CH:28]2[CH2:33][CH2:32][CH2:31][CH2:30][O:29]2)[N:23]=[C:22]3[C:34]2[NH:35][C:36]([C:39]([NH:41][CH2:42][C:43]3C=NC=CC=3)=[O:40])=[CH:37][N:38]=2)[C:17]=1[CH3:18])[C:4](=[O:10])[O:5][C:6]([CH3:9])([CH3:8])[CH3:7])[CH3:2].[C:49](OC(N(CC1C(C)=C(C2C=C3C(=CC=2)N(C2CCCCO2)N=C3C2NC(C(O)=O)=CN=2)C=NC=1)CC)=O)(C)(C)[CH3:50].CCN(CC)CC.C(NCC)C.CN(C(ON1N=NC2C=CC=NC1=2)=[N+](C)C)C.F[P-](F)(F)(F)(F)F. Product: [CH2:42]([N:41]([CH2:49][CH3:50])[C:39]([C:36]1[NH:35][C:34]([C:22]2[C:21]3[C:25](=[CH:26][CH:27]=[C:19]([C:16]4[C:17]([CH3:18])=[C:12]([CH2:11][N:3]([CH2:1][CH3:2])[C:4](=[O:10])[O:5][C:6]([CH3:8])([CH3:9])[CH3:7])[CH:13]=[N:14][CH:15]=4)[CH:20]=3)[N:24]([CH:28]3[CH2:33][CH2:32][CH2:31][CH2:30][O:29]3)[N:23]=2)=[N:38][CH:37]=1)=[O:40])[CH3:43]. The catalyst class is: 2. (3) Reactant: [NH2:1][C:2]1[S:3][C:4]2[N:5]=[C:6]([N:11]([CH3:32])[C:12]3[CH:13]=[C:14]([NH:18][C:19](=[O:31])[C:20]4[CH:25]=[CH:24][CH:23]=[C:22]([C:26]([C:29]#[N:30])([CH3:28])[CH3:27])[CH:21]=4)[CH:15]=[CH:16][CH:17]=3)[N:7]=[CH:8][C:9]=2[N:10]=1.[CH3:33][C:34]1[NH:35][C:36]([C:39](O)=[O:40])=[CH:37][N:38]=1.F[P-](F)(F)(F)(F)F.N1(OC(N(C)C)=[N+](C)C)C2N=CC=CC=2N=N1.C(=O)([O-])O.[Na+]. Product: [C:29]([C:26]([C:22]1[CH:21]=[C:20]([C:19]([NH:18][C:14]2[CH:13]=[C:12]([N:11]([CH3:32])[C:6]3[N:7]=[CH:8][C:9]4[N:10]=[C:2]([NH:1][C:39]([C:36]5[NH:35][C:34]([CH3:33])=[N:38][CH:37]=5)=[O:40])[S:3][C:4]=4[N:5]=3)[CH:17]=[CH:16][CH:15]=2)=[O:31])[CH:25]=[CH:24][CH:23]=1)([CH3:27])[CH3:28])#[N:30]. The catalyst class is: 17.